From a dataset of Reaction yield outcomes from USPTO patents with 853,638 reactions. Predict the reaction yield, written as a fraction of the theoretical maximum amount of product (1.0 means a 100% yield; for example, 0.34 means a 34% yield). (1) The reactants are [NH2:1][C:2]1[CH:3]=[C:4]([OH:9])[CH:5]=[CH:6][C:7]=1[NH2:8].C(ON[C:14]([CH:16]([CH3:22])[C:17]([O:19][CH2:20][CH3:21])=[O:18])=N)C. The catalyst is C(O)C. The product is [OH:9][C:4]1[CH:5]=[CH:6][C:7]2[NH:8][C:14]([CH:16]([CH3:22])[C:17]([O:19][CH2:20][CH3:21])=[O:18])=[N:1][C:2]=2[CH:3]=1. The yield is 0.910. (2) The reactants are [H-].[Na+].[Cl:3][C:4]1[C:9]([NH2:10])=[C:8]([Cl:11])[N:7]=[CH:6][N:5]=1.[CH2:12](I)[CH3:13]. The catalyst is CN(C=O)C.[Cl-].[NH4+].O. The product is [CH2:12]([NH:10][C:9]1[C:4]([Cl:3])=[N:5][CH:6]=[N:7][C:8]=1[Cl:11])[CH3:13]. The yield is 0.450. (3) The reactants are Br[C:2]1[CH:23]=[CH:22][C:5]([C:6]([NH:8][S:9]([C:12]2[CH:17]=[CH:16][CH:15]=[CH:14][C:13]=2[S:18](=[O:21])(=[O:20])[NH2:19])(=[O:11])=[O:10])=[O:7])=[CH:4][C:3]=1[F:24].[CH3:25][C:26]([CH3:39])([CH3:38])[C:27]#[C:28]B(OC(C)C)OC(C)C.C(=O)([O-])[O-].[Na+].[Na+]. The catalyst is C1C=CC(P(C2C=CC=CC=2)[C-]2C=CC=C2)=CC=1.C1C=CC(P(C2C=CC=CC=2)[C-]2C=CC=C2)=CC=1.Cl[Pd]Cl.[Fe+2].CN(C)C=O. The product is [CH3:25][C:26]([CH3:39])([CH3:38])[C:27]#[C:28][C:2]1[CH:23]=[CH:22][C:5]([C:6]([NH:8][S:9]([C:12]2[CH:17]=[CH:16][CH:15]=[CH:14][C:13]=2[S:18](=[O:21])(=[O:20])[NH2:19])(=[O:11])=[O:10])=[O:7])=[CH:4][C:3]=1[F:24]. The yield is 0.230. (4) The reactants are [Br:1][C:2]1[CH:3]=[C:4]2[C:9](=[C:10]([N+:12]([O-])=O)[CH:11]=1)[N:8]([C:15]([O:17]C)=O)[CH2:7][CH2:6][CH2:5]2.C(OCC)(=O)C. The catalyst is C(O)(=O)C. The product is [Br:1][C:2]1[CH:3]=[C:4]2[C:9]3=[C:10]([NH:12][C:15](=[O:17])[N:8]3[CH2:7][CH2:6][CH2:5]2)[CH:11]=1. The yield is 0.940. (5) The reactants are [CH:1]1[C:6]2[C:7]3[C:16]([C:17]4[C:22]([C:5]=2[CH:4]=[CH:3][CH:2]=1)=[CH:21][CH:20]=[CH:19][CH:18]=4)=[CH:15][CH:14]=[C:13]1[C:8]=3[CH:9]=[CH:10][CH:11]=[CH:12]1.CN(C)C=O.[Br:28]N1C(=O)CCC1=O. The catalyst is O. The product is [Br:28][C:14]1[CH:15]=[C:16]2[C:7](=[C:8]3[C:13]=1[CH:12]=[CH:11][CH:10]=[CH:9]3)[C:6]1[CH:1]=[CH:2][CH:3]=[CH:4][C:5]=1[C:22]1[C:17]2=[CH:18][CH:19]=[CH:20][CH:21]=1. The yield is 0.880. (6) The reactants are [F:1][C:2]1[CH:7]=[C:6]([OH:8])[CH:5]=[CH:4][C:3]=1[CH2:9][CH2:10][C:11]([O:13][CH2:14][CH3:15])=[O:12].O[CH2:17][C:18]1[CH:23]=[CH:22][C:21]([CH:24]([OH:28])[CH2:25][CH2:26][CH3:27])=[CH:20][CH:19]=1.C(P(CCCC)CCCC)CCC.N(C(N1CCCCC1)=O)=NC(N1CCCCC1)=O. The catalyst is C1(C)C=CC=CC=1.CCCCCC. The product is [F:1][C:2]1[CH:7]=[C:6]([O:8][CH2:17][C:18]2[CH:23]=[CH:22][C:21]([CH:24]([OH:28])[CH2:25][CH2:26][CH3:27])=[CH:20][CH:19]=2)[CH:5]=[CH:4][C:3]=1[CH2:9][CH2:10][C:11]([O:13][CH2:14][CH3:15])=[O:12]. The yield is 0.520. (7) The reactants are [Cl:1][C:2]1[CH:7]=[C:6]([C:8]([F:11])([F:10])[F:9])[CH:5]=[C:4]([Cl:12])[C:3]=1[NH:13][NH2:14].[Cl:15][C:16]1([Cl:23])[CH2:18][C:17]1([C:20](O)=[O:21])[CH3:19].Cl.CN(C)CCCN=C=NCC. The catalyst is C(Cl)Cl.O. The product is [Cl:1][C:2]1[CH:7]=[C:6]([C:8]([F:9])([F:11])[F:10])[CH:5]=[C:4]([Cl:12])[C:3]=1[NH:13][NH:14][C:20]([C:17]1([CH3:19])[CH2:18][C:16]1([Cl:23])[Cl:15])=[O:21]. The yield is 0.820. (8) The reactants are [CH2:1]1[C:5]2([CH2:10][CH2:9][CH:8]([O:11][C:12]3[CH:13]=[C:14]4[C:19](=[CH:20][CH:21]=3)[CH:18]=[C:17]([CH:22]=O)[CH:16]=[CH:15]4)[CH2:7][CH2:6]2)[CH2:4][CH2:3][CH2:2]1.[NH2:24][CH2:25][CH2:26][C:27]([OH:29])=[O:28].C(O)C.C([BH3-])#N.[Na+].C(O)(=O)CC(CC(O)=O)(C(O)=O)O. No catalyst specified. The product is [CH2:4]1[C:5]2([CH2:10][CH2:9][CH:8]([O:11][C:12]3[CH:13]=[C:14]4[C:19](=[CH:20][CH:21]=3)[CH:18]=[C:17]([CH2:22][NH:24][CH2:25][CH2:26][C:27]([OH:29])=[O:28])[CH:16]=[CH:15]4)[CH2:7][CH2:6]2)[CH2:1][CH2:2][CH2:3]1. The yield is 0.310. (9) The reactants are C(O)(=O)C.O.[NH2:6]N.C[N:9]([CH3:12])[CH:10]=[N-:11].[CH3:13][O:14][C:15]1[CH:16]=[C:17]2[C:21](=[CH:22][C:23]=1[O:24][CH3:25])[NH:20][C:19](C(O)=O)=[C:18]2[C:29]1[CH:34]=[CH:33][C:32]([O:35][CH3:36])=[CH:31][CH:30]=1. The catalyst is C(Cl)Cl. The product is [CH3:13][O:14][C:15]1[CH:16]=[C:17]2[C:21](=[CH:22][C:23]=1[O:24][CH3:25])[NH:20][C:19]([C:12]1[NH:6][N:11]=[CH:10][N:9]=1)=[C:18]2[C:29]1[CH:34]=[CH:33][C:32]([O:35][CH3:36])=[CH:31][CH:30]=1. The yield is 0.620. (10) The reactants are [Br:1][C:2]1[C:3]([OH:9])=[N:4][C:5](Cl)=[N:6][CH:7]=1.[N:10]1([C:16]([O:18][C:19]([CH3:22])([CH3:21])[CH3:20])=[O:17])[CH2:15][CH2:14][NH:13][CH2:12][CH2:11]1. The catalyst is CC(O)C.C(N(C(C)C)CC)(C)C. The product is [Br:1][C:2]1[C:3]([OH:9])=[N:4][C:5]([N:13]2[CH2:12][CH2:11][N:10]([C:16]([O:18][C:19]([CH3:22])([CH3:21])[CH3:20])=[O:17])[CH2:15][CH2:14]2)=[N:6][CH:7]=1. The yield is 0.800.